Task: Predict the product of the given reaction.. Dataset: Forward reaction prediction with 1.9M reactions from USPTO patents (1976-2016) Given the reactants [N+:1]([C:4]1[CH:10]=[CH:9][CH:8]=[C:7]([O:11][CH2:12][C@@H:13]2[CH2:15][O:14]2)[C:5]=1[NH2:6])([O-])=O.[O:16]1CCC[CH2:17]1, predict the reaction product. The product is: [O:14]1[CH2:15][C@H:13]1[CH2:12][O:11][C:7]1[C:5]2[NH:6][C:17](=[O:16])[NH:1][C:4]=2[CH:10]=[CH:9][CH:8]=1.